From a dataset of Full USPTO retrosynthesis dataset with 1.9M reactions from patents (1976-2016). Predict the reactants needed to synthesize the given product. (1) The reactants are: N1CC[O:4]CC1.C[CH:8]1[CH2:25][C:24]2[C:10](=[CH:11][C:12]3[N+:17]([O-:18])=NC(CCC=O)=[N:14][C:13]=3[CH:23]=2)[CH2:9]1.[BH3-]C#N.[Na+].[CH3:30][C:31]([OH:33])=O. Given the product [N+:17]([C:12]1[CH:11]=[C:10]2[C:24]([CH2:25][CH2:8][CH2:9]2)=[CH:23][C:13]=1[NH:14][C:31](=[O:33])[CH3:30])([O-:18])=[O:4], predict the reactants needed to synthesize it. (2) Given the product [C:1]([O:5][C:6]([N:8]1[CH2:11][CH2:10][CH:9]1[C:12]1[O:16][N:15]=[C:14]([C:17]2[CH:22]=[CH:21][CH:20]=[CH:19][N:18]=2)[CH:13]=1)=[O:7])([CH3:4])([CH3:2])[CH3:3], predict the reactants needed to synthesize it. The reactants are: [C:1]([O:5][C:6]([N:8]1[CH2:11][CH2:10][CH:9]1[C:12]1(O)[O:16][N:15]=[C:14]([C:17]2[CH:22]=[CH:21][CH:20]=[CH:19][N:18]=2)[CH2:13]1)=[O:7])([CH3:4])([CH3:3])[CH3:2].[OH-].[K+].